From a dataset of Cav3 T-type calcium channel HTS with 100,875 compounds. Binary Classification. Given a drug SMILES string, predict its activity (active/inactive) in a high-throughput screening assay against a specified biological target. (1) The drug is Fc1cc(C2(O)CCN(CC2)Cc2ccncc2)ccc1. The result is 0 (inactive). (2) The compound is O=C(N1CCN(CC1)c1nc(N2CCN(CC2)C(=O)C(n2nnc(c2)C(N)CC(C)C)Cc2[nH]c3c(c2)cccc3)nc(n1)NCCOCCOCCOCC#C)C(n1nnc(c1)C(N)CC(C)C)Cc1[nH]c2c(c1)cccc2. The result is 0 (inactive). (3) The drug is N1(C(c2n(nnn2)C(CC)(C)C)c2ncccc2)CCCCC1. The result is 0 (inactive). (4) The result is 0 (inactive). The drug is O=c1n(cnc2n(ncc12)C(C)(C)C)CC(=O)Nc1ccccc1.